Dataset: NCI-60 drug combinations with 297,098 pairs across 59 cell lines. Task: Regression. Given two drug SMILES strings and cell line genomic features, predict the synergy score measuring deviation from expected non-interaction effect. (1) Drug 1: COC1=C(C=C2C(=C1)N=CN=C2NC3=CC(=C(C=C3)F)Cl)OCCCN4CCOCC4. Drug 2: CCC1(C2=C(COC1=O)C(=O)N3CC4=CC5=C(C=CC(=C5CN(C)C)O)N=C4C3=C2)O.Cl. Cell line: PC-3. Synergy scores: CSS=19.4, Synergy_ZIP=-6.07, Synergy_Bliss=-0.240, Synergy_Loewe=2.13, Synergy_HSA=2.81. (2) Drug 1: C1CCN(CC1)CCOC2=CC=C(C=C2)C(=O)C3=C(SC4=C3C=CC(=C4)O)C5=CC=C(C=C5)O. Drug 2: C1=CC(=CC=C1CCC2=CNC3=C2C(=O)NC(=N3)N)C(=O)NC(CCC(=O)O)C(=O)O. Cell line: EKVX. Synergy scores: CSS=-1.89, Synergy_ZIP=0.435, Synergy_Bliss=-1.09, Synergy_Loewe=-3.79, Synergy_HSA=-3.65. (3) Drug 1: CN1CCC(CC1)COC2=C(C=C3C(=C2)N=CN=C3NC4=C(C=C(C=C4)Br)F)OC. Drug 2: C1=CC(=C2C(=C1NCCNCCO)C(=O)C3=C(C=CC(=C3C2=O)O)O)NCCNCCO. Cell line: HCT116. Synergy scores: CSS=60.5, Synergy_ZIP=12.2, Synergy_Bliss=8.42, Synergy_Loewe=-18.9, Synergy_HSA=8.69. (4) Drug 1: CN1C(=O)N2C=NC(=C2N=N1)C(=O)N. Drug 2: CC(C)CN1C=NC2=C1C3=CC=CC=C3N=C2N. Cell line: OVCAR3. Synergy scores: CSS=-3.03, Synergy_ZIP=1.33, Synergy_Bliss=-0.899, Synergy_Loewe=-3.21, Synergy_HSA=-3.71.